From a dataset of Peptide-MHC class I binding affinity with 185,985 pairs from IEDB/IMGT. Regression. Given a peptide amino acid sequence and an MHC pseudo amino acid sequence, predict their binding affinity value. This is MHC class I binding data. The peptide sequence is QPQQLPQF. The MHC is HLA-B53:01 with pseudo-sequence HLA-B53:01. The binding affinity (normalized) is 0.